This data is from Forward reaction prediction with 1.9M reactions from USPTO patents (1976-2016). The task is: Predict the product of the given reaction. Given the reactants [CH3:1][C:2]1[NH:3][CH:4]=[C:5]([CH3:7])[N:6]=1.F[C:9]1[CH:14]=[CH:13][C:12]([N+:15]([O-:17])=[O:16])=[CH:11][C:10]=1[F:18].C(=O)(O)[O-].[Na+].O, predict the reaction product. The product is: [F:18][C:10]1[CH:11]=[C:12]([N+:15]([O-:17])=[O:16])[CH:13]=[CH:14][C:9]=1[N:3]1[CH:4]=[C:5]([CH3:7])[N:6]=[C:2]1[CH3:1].